Dataset: Catalyst prediction with 721,799 reactions and 888 catalyst types from USPTO. Task: Predict which catalyst facilitates the given reaction. (1) Reactant: Br[C:2]1[CH:3]=[C:4]([C@@:9]([NH:31][S@@:32]([C:34]([CH3:37])([CH3:36])[CH3:35])=[O:33])([C:17]2[CH:22]=[C:21]([O:23][C:24]([F:29])([F:28])[CH:25]([F:27])[F:26])[CH:20]=[C:19]([F:30])[CH:18]=2)[CH2:10][C:11]2[CH:16]=[CH:15][CH:14]=[CH:13][CH:12]=2)[CH:5]=[CH:6][C:7]=1[F:8].[C:38]([O:42][CH3:43])(=[O:41])[CH:39]=[CH2:40].C(P(C(C)(C)C)C(C)(C)C)(C)(C)C.C(=O)([O-])[O-].[Cs+].[Cs+]. Product: [CH3:36][C:34]([CH3:37])([S@:32]([NH:31][C@:9]([C:4]1[CH:3]=[CH:2][C:7]([F:8])=[C:6](/[CH:40]=[CH:39]/[C:38]([O:42][CH3:43])=[O:41])[CH:5]=1)([C:17]1[CH:22]=[C:21]([O:23][C:24]([F:29])([F:28])[CH:25]([F:27])[F:26])[CH:20]=[C:19]([F:30])[CH:18]=1)[CH2:10][C:11]1[CH:12]=[CH:13][CH:14]=[CH:15][CH:16]=1)=[O:33])[CH3:35]. The catalyst class is: 533. (2) Reactant: C(OP([CH2:9][C:10]([O:12][CH2:13][CH3:14])=[O:11])(OCC)=O)C.[H-].[Na+].[CH2:17]([O:21][C:22]1[CH:26]=[C:25]([CH:27]=O)[N:24]([CH2:29][C:30]2[CH:35]=[CH:34][C:33]([Cl:36])=[CH:32][C:31]=2[Cl:37])[N:23]=1)[CH2:18][CH2:19][CH3:20]. Product: [CH2:17]([O:21][C:22]1[CH:26]=[C:25](/[CH:27]=[CH:9]/[C:10]([O:12][CH2:13][CH3:14])=[O:11])[N:24]([CH2:29][C:30]2[CH:35]=[CH:34][C:33]([Cl:36])=[CH:32][C:31]=2[Cl:37])[N:23]=1)[CH2:18][CH2:19][CH3:20]. The catalyst class is: 348. (3) Reactant: [NH:1]1[C:9]2[CH:8]=[CH:7][CH:6]=[C:5]3[CH2:10][CH2:11][N:12]([C:14]([O:16][C:17]([CH3:20])([CH3:19])[CH3:18])=[O:15])[CH2:13][C@H:3]([C:4]=23)[CH2:2]1.[C:21](Cl)(=[O:23])[CH3:22].CC(N(C)C)=O. Product: [C:21]([N:1]1[C:9]2[CH:8]=[CH:7][CH:6]=[C:5]3[CH2:10][CH2:11][N:12]([C:14]([O:16][C:17]([CH3:20])([CH3:19])[CH3:18])=[O:15])[CH2:13][C@H:3]([C:4]=23)[CH2:2]1)(=[O:23])[CH3:22]. The catalyst class is: 6. (4) Reactant: [C:1]([C:3]1([C:9]2[CH:14]=[CH:13][C:12]([NH:15][C:16](=[O:22])[O:17][C:18]([CH3:21])([CH3:20])[CH3:19])=[CH:11][CH:10]=2)[CH2:8][CH2:7][NH:6][CH2:5][CH2:4]1)#[N:2].[C:23]1(=O)[CH2:27][CH2:26][CH2:25][CH2:24]1.[BH3-]C#N.[Na+]. Product: [C:1]([C:3]1([C:9]2[CH:14]=[CH:13][C:12]([NH:15][C:16](=[O:22])[O:17][C:18]([CH3:19])([CH3:21])[CH3:20])=[CH:11][CH:10]=2)[CH2:4][CH2:5][N:6]([CH:23]2[CH2:27][CH2:26][CH2:25][CH2:24]2)[CH2:7][CH2:8]1)#[N:2]. The catalyst class is: 467. (5) Product: [O:16]=[C:12]1[N:13]([CH2:17][C:18]2[CH:23]=[CH:22][CH:21]=[CH:20][CH:19]=2)[CH2:14][CH2:15][N:10]([C:3]([O:5][C:6]([CH3:9])([CH3:8])[CH3:7])=[O:4])[CH2:11]1. Reactant: [H-].[Na+].[C:3]([N:10]1[CH2:15][CH2:14][NH:13][C:12](=[O:16])[CH2:11]1)([O:5][C:6]([CH3:9])([CH3:8])[CH3:7])=[O:4].[CH2:17](Br)[C:18]1[CH:23]=[CH:22][CH:21]=[CH:20][CH:19]=1. The catalyst class is: 3. (6) Reactant: [Cl:1][C:2]1[CH:7]=[CH:6][C:5]([CH2:8][CH3:9])=[C:4](I)[CH:3]=1.C([Mg]Cl)(C)C.[B:16](OC)([O:19]C)[O:17]C.Cl.[Cl-].[Na+]. Product: [Cl:1][C:2]1[CH:7]=[CH:6][C:5]([CH2:8][CH3:9])=[C:4]([B:16]([OH:19])[OH:17])[CH:3]=1. The catalyst class is: 54. (7) The catalyst class is: 2. Product: [C:38]([O:22][CH2:21][CH2:20][CH2:19][C@@H:9]([O:8][Si:1]([C:4]([CH3:7])([CH3:6])[CH3:5])([CH3:3])[CH3:2])[CH2:10][CH:11]([CH3:18])[C:12]([N:14]([O:16][CH3:17])[CH3:15])=[O:13])(=[O:43])[C:39]([CH3:42])([CH3:41])[CH3:40]. Reactant: [Si:1]([O:8][C@H:9]([CH2:19][CH2:20][CH2:21][OH:22])[CH2:10][CH:11]([CH3:18])[C:12]([N:14]([O:16][CH3:17])[CH3:15])=[O:13])([C:4]([CH3:7])([CH3:6])[CH3:5])([CH3:3])[CH3:2].C(N(CC)CC)C.CN(CCN(C)C)C.[C:38](Cl)(=[O:43])[C:39]([CH3:42])([CH3:41])[CH3:40].